Dataset: Catalyst prediction with 721,799 reactions and 888 catalyst types from USPTO. Task: Predict which catalyst facilitates the given reaction. (1) Reactant: C([O:8][C:9]1[CH:18]=[C:17]2[C:12]([C:13]([O:19][C:20]3[CH:25]=[CH:24][C:23]([NH:26][C:27]([NH:29][CH3:30])=[O:28])=[C:22]([Cl:31])[CH:21]=3)=[CH:14][CH:15]=[N:16]2)=[CH:11][C:10]=1[C:32]#[N:33])C1C=CC=CC=1.C1(SC)C=CC=CC=1. Product: [Cl:31][C:22]1[CH:21]=[C:20]([O:19][C:13]2[C:12]3[C:17](=[CH:18][C:9]([OH:8])=[C:10]([C:32]#[N:33])[CH:11]=3)[N:16]=[CH:15][CH:14]=2)[CH:25]=[CH:24][C:23]=1[NH:26][C:27]([NH:29][CH3:30])=[O:28]. The catalyst class is: 55. (2) Reactant: Br[C:2]1(Br)[C:10]2[C:5](=[N:6][C:7]([C:18]3[CH:23]=[CH:22][C:21]([CH3:24])=[CH:20][CH:19]=3)=[C:8]([C:11]3[CH:16]=[CH:15][C:14]([CH3:17])=[CH:13][CH:12]=3)[N:9]=2)[N:4]([CH2:25][CH2:26][CH2:27][CH2:28][CH2:29][CH2:30][C:31]([OH:33])=[O:32])[C:3]1=[O:34]. Product: [O:34]=[C:3]1[N:4]([CH2:25][CH2:26][CH2:27][CH2:28][CH2:29][CH2:30][C:31]([OH:33])=[O:32])[C:5]2=[N:6][C:7]([C:18]3[CH:23]=[CH:22][C:21]([CH3:24])=[CH:20][CH:19]=3)=[C:8]([C:11]3[CH:12]=[CH:13][C:14]([CH3:17])=[CH:15][CH:16]=3)[N:9]=[C:10]2[CH2:2]1. The catalyst class is: 1. (3) Reactant: C([O:5][C:6](=[O:22])[C:7]1[CH:12]=[CH:11][C:10]([O:13][CH2:14][CH2:15][N:16]([CH3:18])[CH3:17])=[CH:9][C:8]=1[N+:19]([O-:21])=[O:20])(C)(C)C.[ClH:23]. Product: [ClH:23].[CH3:17][N:16]([CH3:18])[CH2:15][CH2:14][O:13][C:10]1[CH:11]=[CH:12][C:7]([C:6]([OH:22])=[O:5])=[C:8]([N+:19]([O-:21])=[O:20])[CH:9]=1. The catalyst class is: 12. (4) Reactant: [I:1][C:2]1[N:3]=[C:4]([C@@H:8]2[CH2:12][CH2:11][CH2:10][N:9]2[C:13]([O:15][C:16]([CH3:19])([CH3:18])[CH3:17])=[O:14])[NH:5][C:6]=1I.[Li]CCCC.Cl. Product: [I:1][C:2]1[NH:3][C:4]([C@@H:8]2[CH2:12][CH2:11][CH2:10][N:9]2[C:13]([O:15][C:16]([CH3:19])([CH3:18])[CH3:17])=[O:14])=[N:5][CH:6]=1. The catalyst class is: 1. (5) Reactant: S(Cl)([Cl:3])=O.[Cl:5][C:6]1[CH:11]=[CH:10][C:9]([CH:12]=[CH:13][S:14](O)(=[O:16])=[O:15])=[C:8]([O:18][CH3:19])[CH:7]=1.C(OCC)(=O)C. Product: [Cl:5][C:6]1[CH:11]=[CH:10][C:9]([CH:12]=[CH:13][S:14]([Cl:3])(=[O:16])=[O:15])=[C:8]([O:18][CH3:19])[CH:7]=1. The catalyst class is: 3. (6) Reactant: [OH-].[Na+].C[O:4][C:5](=[O:40])[CH2:6][C:7]1[CH:8]=[N:9][CH:10]=[C:11]([C:13]2[CH:18]=[CH:17][C:16]([C:19]([CH2:38][CH3:39])([C:22]3[CH:27]=[CH:26][C:25]([C:28]#[C:29][C:30]4([OH:36])[CH2:35][CH2:34][CH2:33][CH2:32][CH2:31]4)=[C:24]([CH3:37])[CH:23]=3)[CH2:20][CH3:21])=[CH:15][CH:14]=2)[CH:12]=1.[Cl-].[NH4+]. Product: [CH2:20]([C:19]([C:16]1[CH:15]=[CH:14][C:13]([C:11]2[CH:12]=[C:7]([CH2:6][C:5]([OH:40])=[O:4])[CH:8]=[N:9][CH:10]=2)=[CH:18][CH:17]=1)([C:22]1[CH:27]=[CH:26][C:25]([C:28]#[C:29][C:30]2([OH:36])[CH2:31][CH2:32][CH2:33][CH2:34][CH2:35]2)=[C:24]([CH3:37])[CH:23]=1)[CH2:38][CH3:39])[CH3:21]. The catalyst class is: 5. (7) Reactant: [N+:1]([C:4]1[CH:5]=[C:6]([NH2:11])[C:7]([NH2:10])=[CH:8][CH:9]=1)([O-:3])=[O:2].[Br:12][C:13]1[CH:18]=[CH:17][C:16]([N:19]=[C:20]=S)=[CH:15][CH:14]=1.IC. The catalyst class is: 5. Product: [Br:12][C:13]1[CH:18]=[CH:17][C:16]([NH:19][C:20]2[NH:11][C:6]3[CH:5]=[C:4]([N+:1]([O-:3])=[O:2])[CH:9]=[CH:8][C:7]=3[N:10]=2)=[CH:15][CH:14]=1. (8) Reactant: [N:1]([CH2:4][CH:5]([NH:16][C:17](=[O:23])[O:18][C:19]([CH3:22])([CH3:21])[CH3:20])[CH2:6][CH2:7][CH2:8][CH2:9][CH2:10][CH2:11][CH2:12][CH2:13][CH2:14][CH3:15])=[N+]=[N-]. Product: [NH2:1][CH2:4][CH:5]([NH:16][C:17](=[O:23])[O:18][C:19]([CH3:22])([CH3:21])[CH3:20])[CH2:6][CH2:7][CH2:8][CH2:9][CH2:10][CH2:11][CH2:12][CH2:13][CH2:14][CH3:15]. The catalyst class is: 43. (9) Reactant: [N:1]12[CH2:8][CH2:7][CH:4]([CH2:5][CH2:6]1)[C@H:3]([NH:9][C:10]([C:12]1[CH:13]=[CH:14][CH:15]=[C:16]3[O:20][C:19]([CH:21]4[CH2:24][CH2:23][CH2:22]4)=[N:18][C:17]=13)=[O:11])[CH2:2]2.[ClH:25]. Product: [ClH:25].[N:1]12[CH2:8][CH2:7][CH:4]([CH2:5][CH2:6]1)[C@H:3]([NH:9][C:10]([C:12]1[CH:13]=[CH:14][CH:15]=[C:16]3[O:20][C:19]([CH:21]4[CH2:22][CH2:23][CH2:24]4)=[N:18][C:17]=13)=[O:11])[CH2:2]2. The catalyst class is: 459. (10) The catalyst class is: 24. Product: [Cl:1][C:2]1[CH:3]=[C:4]2[C:12](=[C:13]([NH:15][C:16]([C@H:18]3[N:19]([CH2:38][C:37]([OH:41])=[O:40])[CH2:20][C:21]([CH3:25])([CH3:24])[O:22][CH2:23]3)=[O:17])[CH:14]=1)[NH:11][C:10]1[CH:9]=[N:8][CH:7]=[CH:6][C:5]2=1. Reactant: [Cl:1][C:2]1[CH:3]=[C:4]2[C:12](=[C:13]([NH:15][C:16]([C@@H:18]3[CH2:23][O:22][C:21]([CH3:25])([CH3:24])[CH2:20][NH:19]3)=[O:17])[CH:14]=1)[NH:11][C:10]1[CH:9]=[N:8][CH:7]=[CH:6][C:5]2=1.C(N(CC)CC)C.C([BH3-])#N.[Na+].[C:37]([OH:41])(=[O:40])[CH:38]=O.